From a dataset of Forward reaction prediction with 1.9M reactions from USPTO patents (1976-2016). Predict the product of the given reaction. Given the reactants FC(F)(F)C(O)=O.[NH2:8][CH:9]([CH:12]1[CH2:15][CH:14]([O:16][CH2:17][C:18]2[CH:23]=[CH:22][CH:21]=[CH:20][CH:19]=2)[CH2:13]1)[CH2:10][OH:11].C(N(CC)CC)C.[Cl:31][CH:32]([CH3:36])[C:33](Cl)=[O:34], predict the reaction product. The product is: [CH2:17]([O:16][CH:14]1[CH2:15][CH:12]([CH:9]([NH:8][C:33](=[O:34])[CH:32]([Cl:31])[CH3:36])[CH2:10][OH:11])[CH2:13]1)[C:18]1[CH:19]=[CH:20][CH:21]=[CH:22][CH:23]=1.